From a dataset of Peptide-MHC class II binding affinity with 134,281 pairs from IEDB. Regression. Given a peptide amino acid sequence and an MHC pseudo amino acid sequence, predict their binding affinity value. This is MHC class II binding data. (1) The peptide sequence is LQFNQMMNPSHVKFL. The MHC is DRB1_0401 with pseudo-sequence DRB1_0401. The binding affinity (normalized) is 0.735. (2) The peptide sequence is AYVYFASDASTYTTG. The MHC is DRB1_0101 with pseudo-sequence DRB1_0101. The binding affinity (normalized) is 0.825. (3) The peptide sequence is EVYTQLCDHRLMSAA. The MHC is DRB1_0701 with pseudo-sequence DRB1_0701. The binding affinity (normalized) is 0.315. (4) The peptide sequence is GHRGAINWQKGDTIK. The MHC is DRB1_0101 with pseudo-sequence DRB1_0101. The binding affinity (normalized) is 0.610. (5) The peptide sequence is LWSPRERLVLTLGAA. The MHC is DRB1_1301 with pseudo-sequence DRB1_1301. The binding affinity (normalized) is 0.680. (6) The peptide sequence is AAATAGTTVYGPFAA. The MHC is HLA-DQA10401-DQB10402 with pseudo-sequence HLA-DQA10401-DQB10402. The binding affinity (normalized) is 0.222.